This data is from NCI-60 drug combinations with 297,098 pairs across 59 cell lines. The task is: Regression. Given two drug SMILES strings and cell line genomic features, predict the synergy score measuring deviation from expected non-interaction effect. Drug 1: CCCCC(=O)OCC(=O)C1(CC(C2=C(C1)C(=C3C(=C2O)C(=O)C4=C(C3=O)C=CC=C4OC)O)OC5CC(C(C(O5)C)O)NC(=O)C(F)(F)F)O. Drug 2: C(CCl)NC(=O)N(CCCl)N=O. Cell line: U251. Synergy scores: CSS=40.6, Synergy_ZIP=-6.26, Synergy_Bliss=-8.05, Synergy_Loewe=-8.02, Synergy_HSA=-5.08.